Dataset: Reaction yield outcomes from USPTO patents with 853,638 reactions. Task: Predict the reaction yield, written as a fraction of the theoretical maximum amount of product (1.0 means a 100% yield; for example, 0.34 means a 34% yield). (1) The reactants are [CH2:1]([C:3]([C:19]1[CH:24]=[CH:23][C:22]([O:25][CH2:26][C:27]([OH:29])=O)=[CH:21][CH:20]=1)=[C:4]([C:12]1[CH:17]=[CH:16][C:15]([OH:18])=[CH:14][CH:13]=1)[C:5]1[CH:10]=[CH:9][C:8]([OH:11])=[CH:7][CH:6]=1)[CH3:2].C(Cl)(=O)C(Cl)=O.[NH4+:36].[OH-]. The catalyst is C(Cl)Cl.C1COCC1. The product is [CH2:1]([C:3]([C:19]1[CH:24]=[CH:23][C:22]([O:25][CH2:26][C:27]([NH2:36])=[O:29])=[CH:21][CH:20]=1)=[C:4]([C:12]1[CH:17]=[CH:16][C:15]([OH:18])=[CH:14][CH:13]=1)[C:5]1[CH:10]=[CH:9][C:8]([OH:11])=[CH:7][CH:6]=1)[CH3:2]. The yield is 0.600. (2) The reactants are [C:1]([O:5][C:6]([C:8]([NH2:12])([OH:11])[CH2:9][CH3:10])=[O:7])([CH3:4])([CH3:3])[CH3:2].[CH3:13][CH:14]([C:28]([OH:30])=[O:29])[C:15]1[CH:16]=[CH:17][C:18]([C:22]2[CH:23]=[CH:24][CH:25]=[CH:26][CH:27]=2)=[C:19]([F:21])[CH:20]=1.CCN=C=NCCCN(C)C.Cl.C(OCC)(=O)C. The catalyst is ClCCl.CN(C1C=CN=CC=1)C. The product is [C:6]([C:8]([NH2:12])([OH:11])[CH2:9][CH3:10])([O:5][C:1]([CH3:2])([CH3:4])[CH3:3])=[O:7].[CH3:13][CH:14]([C:28]([OH:30])=[O:29])[C:15]1[CH:16]=[CH:17][C:18]([C:22]2[CH:27]=[CH:26][CH:25]=[CH:24][CH:23]=2)=[C:19]([F:21])[CH:20]=1. The yield is 0.940. (3) The reactants are [F:1][C:2]([F:13])([F:12])[C:3]1[CH:8]=[CH:7][N:6]=[C:5]2[NH:9][CH:10]=[CH:11][C:4]=12.[H-].[Na+].[CH:16]([Si:19](Cl)([CH:23]([CH3:25])[CH3:24])[CH:20]([CH3:22])[CH3:21])([CH3:18])[CH3:17]. The catalyst is O1CCCC1. The product is [F:13][C:2]([F:12])([F:1])[C:3]1[CH:8]=[CH:7][N:6]=[C:5]2[N:9]([Si:19]([CH:23]([CH3:25])[CH3:24])([CH:20]([CH3:22])[CH3:21])[CH:16]([CH3:18])[CH3:17])[CH:10]=[CH:11][C:4]=12. The yield is 0.900. (4) The reactants are [C:1]([O:5][C:6](=[O:29])[NH:7][C@H:8]([CH2:22][C:23]1[CH:28]=[CH:27][CH:26]=[CH:25][CH:24]=1)[C:9]#[C:10][C:11]1[CH:16]=[C:15]([Cl:17])[CH:14]=[C:13]([N+:18]([O-:20])=[O:19])[C:12]=1[NH2:21])([CH3:4])([CH3:3])[CH3:2].CC(C)([O-])C.[K+]. The catalyst is CN1CCCC1=O.O. The product is [C:1]([O:5][C:6](=[O:29])[NH:7][C@@H:8]([C:9]1[NH:21][C:12]2[C:11]([CH:10]=1)=[CH:16][C:15]([Cl:17])=[CH:14][C:13]=2[N+:18]([O-:20])=[O:19])[CH2:22][C:23]1[CH:28]=[CH:27][CH:26]=[CH:25][CH:24]=1)([CH3:4])([CH3:2])[CH3:3]. The yield is 0.390. (5) The reactants are Br[C:2]1[CH:3]=[C:4]([N:22]([CH3:29])[CH:23]2[CH2:28][CH2:27][O:26][CH2:25][CH2:24]2)[C:5]([CH3:21])=[C:6]([CH:20]=1)[C:7]([NH:9][CH2:10][C:11]1[C:12](=[O:19])[NH:13][C:14]([CH3:18])=[CH:15][C:16]=1[CH3:17])=[O:8].[CH3:30][N:31]1[CH:35]=[C:34](B2OC(C)(C)C(C)(C)O2)[CH:33]=[N:32]1.C([O-])([O-])=O.[Na+].[Na+]. The catalyst is O1CCOCC1.O.C1C=CC([P]([Pd]([P](C2C=CC=CC=2)(C2C=CC=CC=2)C2C=CC=CC=2)([P](C2C=CC=CC=2)(C2C=CC=CC=2)C2C=CC=CC=2)[P](C2C=CC=CC=2)(C2C=CC=CC=2)C2C=CC=CC=2)(C2C=CC=CC=2)C2C=CC=CC=2)=CC=1. The product is [CH3:17][C:16]1[CH:15]=[C:14]([CH3:18])[NH:13][C:12](=[O:19])[C:11]=1[CH2:10][NH:9][C:7](=[O:8])[C:6]1[CH:20]=[C:2]([C:34]2[CH:33]=[N:32][N:31]([CH3:30])[CH:35]=2)[CH:3]=[C:4]([N:22]([CH3:29])[CH:23]2[CH2:28][CH2:27][O:26][CH2:25][CH2:24]2)[C:5]=1[CH3:21]. The yield is 0.200. (6) The reactants are [F:1][C:2]1[C:7]([S:8]([CH3:11])(=[O:10])=[O:9])=[CH:6][CH:5]=[CH:4][C:3]=1[CH:12]1[CH2:17][CH2:16][N:15](C(OC)=O)[CH2:14][CH2:13]1. The catalyst is C(O)C.Cl. The product is [F:1][C:2]1[C:7]([S:8]([CH3:11])(=[O:10])=[O:9])=[CH:6][CH:5]=[CH:4][C:3]=1[CH:12]1[CH2:17][CH2:16][NH:15][CH2:14][CH2:13]1. The yield is 0.910. (7) The reactants are C[O:2][C:3](=[O:27])[CH:4]([N:11]1[C:16](=[O:17])[CH:15]=[C:14]([O:18][C:19]2[N:24]=[C:23]([CH3:25])[CH:22]=[C:21]([CH3:26])[N:20]=2)[CH:13]=[N:12]1)[CH2:5][CH:6]1[CH2:10][CH2:9][CH2:8][CH2:7]1.[OH-].[Na+]. The catalyst is O1CCCC1. The product is [CH:6]1([CH2:5][CH:4]([N:11]2[C:16](=[O:17])[CH:15]=[C:14]([O:18][C:19]3[N:20]=[C:21]([CH3:26])[CH:22]=[C:23]([CH3:25])[N:24]=3)[CH:13]=[N:12]2)[C:3]([OH:27])=[O:2])[CH2:10][CH2:9][CH2:8][CH2:7]1. The yield is 0.200. (8) The reactants are [C:1]1([C@@H:7]([C@H:9]([C:11]2[CH:16]=[CH:15][CH:14]=[CH:13][CH:12]=2)[OH:10])[OH:8])[CH:6]=[CH:5][CH:4]=[CH:3][CH:2]=1.[C:17]1([CH3:27])[CH:22]=[CH:21][C:20](S([O-])(=O)=O)=CC=1.[NH+]1C=CC=CC=1.C1(=O)CCC=C1. The catalyst is C1CCCCC1. The product is [C:11]1([C@H:9]2[C@H:7]([C:1]3[CH:2]=[CH:3][CH:4]=[CH:5][CH:6]=3)[O:8][C:17]3([CH2:22][CH2:21][CH:20]=[CH:27]3)[O:10]2)[CH:16]=[CH:15][CH:14]=[CH:13][CH:12]=1. The yield is 0.810.